This data is from Full USPTO retrosynthesis dataset with 1.9M reactions from patents (1976-2016). The task is: Predict the reactants needed to synthesize the given product. (1) Given the product [CH3:27][N:28]1[C:36]2[C:31](=[CH:32][C:33]([C:2]3[N:11]=[C:10]([NH:12][CH2:13][CH:14]([C:21]4[CH:26]=[CH:25][CH:24]=[CH:23][CH:22]=4)[C:15]4[CH:16]=[N:17][CH:18]=[CH:19][CH:20]=4)[C:9]4[C:4](=[CH:5][CH:6]=[CH:7][CH:8]=4)[N:3]=3)=[CH:34][CH:35]=2)[CH:30]=[CH:29]1, predict the reactants needed to synthesize it. The reactants are: Cl[C:2]1[N:11]=[C:10]([NH:12][CH2:13][CH:14]([C:21]2[CH:26]=[CH:25][CH:24]=[CH:23][CH:22]=2)[C:15]2[CH:16]=[N:17][CH:18]=[CH:19][CH:20]=2)[C:9]2[C:4](=[CH:5][CH:6]=[CH:7][CH:8]=2)[N:3]=1.[CH3:27][N:28]1[C:36]2[C:31](=[CH:32][C:33](B(O)O)=[CH:34][CH:35]=2)[CH:30]=[CH:29]1.N1C=CN2C=C(C3N=C(NCC(C4C=CC=CC=4)C4NC=CC=4)C4C(=CC=CC=4)N=3)C=CC=12. (2) Given the product [CH3:1][O:2][C:3](=[O:18])[CH:4]([C:11]1[CH:16]=[CH:15][C:14]([C:20]#[C:19][C:21]2[CH:26]=[CH:25][CH:24]=[CH:23][N:22]=2)=[CH:13][CH:12]=1)[CH2:5][CH:6]1[CH2:10][CH2:9][CH2:8][CH2:7]1, predict the reactants needed to synthesize it. The reactants are: [CH3:1][O:2][C:3](=[O:18])[CH:4]([C:11]1[CH:16]=[CH:15][C:14](I)=[CH:13][CH:12]=1)[CH2:5][CH:6]1[CH2:10][CH2:9][CH2:8][CH2:7]1.[C:19]([C:21]1[CH:26]=[CH:25][CH:24]=[CH:23][N:22]=1)#[CH:20].[I-]. (3) Given the product [C:18]([N:21]1[CH2:22][CH2:23][CH:24]([C:27]2[NH:12][C:13]3=[N:14][NH:15][CH:16]=[C:17]3[CH:10]([C:9]3[C:4]4[C:5](=[N:1][O:2][N:3]=4)[CH:6]=[CH:7][CH:8]=3)[C:28]=2[C:29]#[N:30])[CH2:25][CH2:26]1)(=[O:20])[CH3:19], predict the reactants needed to synthesize it. The reactants are: [N:1]1[O:2][N:3]=[C:4]2[C:9]([CH:10]=O)=[CH:8][CH:7]=[CH:6][C:5]=12.[NH2:12][C:13]1[CH:17]=[CH:16][NH:15][N:14]=1.[C:18]([N:21]1[CH2:26][CH2:25][CH:24]([C:27](=O)[CH2:28][C:29]#[N:30])[CH2:23][CH2:22]1)(=[O:20])[CH3:19]. (4) Given the product [C:24]1([S:30]([N:4]2[C:5]3=[N:6][CH:7]=[C:8]([C:11]4[CH:16]=[CH:15][CH:14]=[CH:13][C:12]=4[O:17][C:18]4[CH:23]=[CH:22][CH:21]=[CH:20][CH:19]=4)[CH:9]=[C:10]3[C:2]([I:1])=[CH:3]2)(=[O:32])=[O:31])[CH:29]=[CH:28][CH:27]=[CH:26][CH:25]=1, predict the reactants needed to synthesize it. The reactants are: [I:1][C:2]1[C:10]2[C:5](=[N:6][CH:7]=[C:8]([C:11]3[CH:16]=[CH:15][CH:14]=[CH:13][C:12]=3[O:17][C:18]3[CH:23]=[CH:22][CH:21]=[CH:20][CH:19]=3)[CH:9]=2)[NH:4][CH:3]=1.[C:24]1([S:30](Cl)(=[O:32])=[O:31])[CH:29]=[CH:28][CH:27]=[CH:26][CH:25]=1.[OH-].[Na+]. (5) Given the product [NH:52]1[CH2:59][CH2:58][CH2:57][CH:53]1[C:54]([NH:1][C:2]1[CH:3]=[CH:4][C:5]([O:26][C:27]([F:29])([F:28])[F:30])=[C:6]([NH:8][C:9]2[N:18]=[CH:17][C:16]3[CH2:15][CH2:14][C:13]4[C:19]([C:23]([NH2:25])=[O:24])=[N:20][N:21]([CH3:22])[C:12]=4[C:11]=3[N:10]=2)[CH:7]=1)=[O:55].[F:30][C:27]([F:28])([F:29])[C:45]([O-:47])=[O:46], predict the reactants needed to synthesize it. The reactants are: [NH2:1][C:2]1[CH:3]=[CH:4][C:5]([O:26][C:27]([F:30])([F:29])[F:28])=[C:6]([NH:8][C:9]2[N:18]=[CH:17][C:16]3[CH2:15][CH2:14][C:13]4[C:19]([C:23]([NH2:25])=[O:24])=[N:20][N:21]([CH3:22])[C:12]=4[C:11]=3[N:10]=2)[CH:7]=1.CN(C)C=O.CCN(C(C)C)C(C)C.[C:45]([N:52]1[CH2:59][CH2:58][CH2:57][C@H:53]1[C:54](O)=[O:55])([O:47]C(C)(C)C)=[O:46]. (6) Given the product [N:24]1([CH2:23][CH2:22][CH2:21][CH2:20][CH2:19][CH2:18][CH2:17][CH2:16][NH:15][C:14](=[O:33])[C:12]2[CH:13]=[C:8]([C:4]3[CH:5]=[CH:6][CH:7]=[C:2]([Cl:1])[CH:3]=3)[C:9]([OH:41])=[C:10]([C:34]3[CH:39]=[CH:38][CH:37]=[C:36]([Cl:40])[CH:35]=3)[CH:11]=2)[C:32]2[C:27](=[CH:28][CH:29]=[CH:30][CH:31]=2)[CH:26]=[CH:25]1, predict the reactants needed to synthesize it. The reactants are: [Cl:1][C:2]1[CH:3]=[C:4]([C:8]2[CH:13]=[C:12]([C:14](=[O:33])[NH:15][CH2:16][CH2:17][CH2:18][CH2:19][CH2:20][CH2:21][CH2:22][CH2:23][N:24]3[C:32]4[C:27](=[CH:28][CH:29]=[CH:30][CH:31]=4)[CH:26]=[CH:25]3)[CH:11]=[C:10]([C:34]3[CH:39]=[CH:38][CH:37]=[C:36]([Cl:40])[CH:35]=3)[C:9]=2[O:41]CCCCC(OCC)=O)[CH:5]=[CH:6][CH:7]=1.[OH-].[K+]. (7) Given the product [Cl:41][C:38]1[CH:37]=[CH:36][C:35]([CH:8]([C:5]2[CH:6]=[CH:7][C:2]([Cl:1])=[CH:3][CH:4]=2)[C:9]2[CH:10]=[C:11]3[C:16](=[CH:17][CH:18]=2)[N:15]=[C:14]([O:19][CH2:20][CH2:21][O:22][CH2:46][CH2:45][C:44]([O:48][C:49]([CH3:52])([CH3:51])[CH3:50])=[O:47])[N:13]=[C:12]3[NH:23][CH2:24][C:25]2[CH:30]=[CH:29][CH:28]=[C:27]([C:31]([F:34])([F:33])[F:32])[CH:26]=2)=[CH:40][CH:39]=1, predict the reactants needed to synthesize it. The reactants are: [Cl:1][C:2]1[CH:7]=[CH:6][C:5]([CH:8]([C:35]2[CH:40]=[CH:39][C:38]([Cl:41])=[CH:37][CH:36]=2)[C:9]2[CH:10]=[C:11]3[C:16](=[CH:17][CH:18]=2)[N:15]=[C:14]([O:19][CH2:20][CH2:21][OH:22])[N:13]=[C:12]3[NH:23][CH2:24][C:25]2[CH:30]=[CH:29][CH:28]=[C:27]([C:31]([F:34])([F:33])[F:32])[CH:26]=2)=[CH:4][CH:3]=1.[H-].[Na+].[C:44]([O:48][C:49]([CH3:52])([CH3:51])[CH3:50])(=[O:47])[CH:45]=[CH2:46]. (8) Given the product [O:35]1[CH:36]=[CH:37][N:38]=[C:34]1[CH2:33][CH2:7][C:5](=[O:6])[CH2:4][C:3]([O:9][CH3:10])=[O:8], predict the reactants needed to synthesize it. The reactants are: [H-].[Na+].[C:3]([O:9][CH3:10])(=[O:8])[CH2:4][C:5]([CH3:7])=[O:6].[Li]CCCC.CCCCCC.CC1C=CC(S(O[CH2:33][C:34]2[O:35][CH:36]=[CH:37][N:38]=2)(=O)=O)=CC=1. (9) Given the product [C:16]([O:15][C:13]([NH:12][CH2:11][C:10]1[CH:20]=[CH:21][C:7]([CH:26]([OH:27])[CH2:25][C:24]([CH3:29])([CH3:28])[CH3:23])=[C:8]([Cl:22])[CH:9]=1)=[O:14])([CH3:19])([CH3:18])[CH3:17], predict the reactants needed to synthesize it. The reactants are: C([Li])CCC.Br[C:7]1[CH:21]=[CH:20][C:10]([CH2:11][NH:12][C:13]([O:15][C:16]([CH3:19])([CH3:18])[CH3:17])=[O:14])=[CH:9][C:8]=1[Cl:22].[CH3:23][C:24]([CH3:29])([CH3:28])[CH2:25][CH:26]=[O:27]. (10) Given the product [NH:15]1[CH2:16][CH2:17][CH:18]([C:21]2[C:29]3[C:24](=[CH:25][CH:26]=[C:27]([C:30]([O:32][CH3:33])=[O:31])[CH:28]=3)[NH:23][CH:22]=2)[CH2:19][CH2:20]1, predict the reactants needed to synthesize it. The reactants are: C(O)(C(F)(F)F)=O.C(OC([N:15]1[CH2:20][CH2:19][CH:18]([C:21]2[C:29]3[C:24](=[CH:25][CH:26]=[C:27]([C:30]([O:32][CH3:33])=[O:31])[CH:28]=3)[NH:23][CH:22]=2)[CH2:17][CH2:16]1)=O)(C)(C)C.